Dataset: Full USPTO retrosynthesis dataset with 1.9M reactions from patents (1976-2016). Task: Predict the reactants needed to synthesize the given product. (1) Given the product [NH2:1][C:2]1[C:9]([Cl:10])=[C:8]([N:11]2[CH2:20][CH2:19][C@@H:18]3[C@H:13]([O:14][CH2:15][CH2:16][N:17]3[C:21]([O:23][C:24]([CH3:27])([CH3:26])[CH3:25])=[O:22])[CH2:12]2)[CH:7]=[C:4]([C:5]#[N:6])[CH:3]=1, predict the reactants needed to synthesize it. The reactants are: [NH2:1][C:2]1[CH:3]=[C:4]([CH:7]=[C:8]([N:11]2[CH2:20][CH2:19][C@@H:18]3[C@H:13]([O:14][CH2:15][CH2:16][NH:17]3)[CH2:12]2)[C:9]=1[Cl:10])[C:5]#[N:6].[C:21](O[C:21]([O:23][C:24]([CH3:27])([CH3:26])[CH3:25])=[O:22])([O:23][C:24]([CH3:27])([CH3:26])[CH3:25])=[O:22]. (2) Given the product [S:15]1[C:14]2[C:13]3[CH:16]=[CH:17][CH:18]=[CH:19][C:12]=3[O:11][CH2:10][CH2:9][C:8]=2[N:7]=[C:6]1[C:4]([OH:5])=[O:3], predict the reactants needed to synthesize it. The reactants are: C([O:3][C:4]([C:6]1[S:15][C:14]2[C:13]3[CH:16]=[CH:17][CH:18]=[CH:19][C:12]=3[O:11][CH2:10][CH2:9][C:8]=2[N:7]=1)=[O:5])C.[OH-].[Na+].O. (3) Given the product [NH2:5][C:6]1[S:7][C:10]2[C:11]([C:12]([O:14][CH2:15][CH3:16])=[O:13])=[CH:17][CH:18]=[CH:19][C:9]=2[N:8]=1, predict the reactants needed to synthesize it. The reactants are: C(=S)([O-])N.[NH2:5][C:6]([NH:8][C:9]1[CH:10]=[C:11]([CH:17]=[CH:18][CH:19]=1)[C:12]([O:14][CH2:15][CH3:16])=[O:13])=[S:7].Br.NC1SC2C(C(OCC)=O)=CC=CC=2N=1.Br.NC1SC2C=CC(C(OCC)=O)=CC=2N=1. (4) Given the product [CH3:1][O:2][C:3]1[CH:4]=[C:5]2[C:10](=[CH:11][C:12]=1[O:13][CH2:14][CH:15]1[CH2:20][CH2:19][NH:18][CH2:17][CH2:16]1)[N:9]=[CH:8][N:7]=[C:6]2[O:28][C:29]1[CH:30]=[C:31]2[C:35](=[CH:36][CH:37]=1)[NH:34][C:33]([CH3:38])=[CH:32]2, predict the reactants needed to synthesize it. The reactants are: [CH3:1][O:2][C:3]1[CH:4]=[C:5]2[C:10](=[CH:11][C:12]=1[O:13][CH2:14][CH:15]1[CH2:20][CH2:19][N:18](C(OC(C)(C)C)=O)[CH2:17][CH2:16]1)[N:9]=[CH:8][N:7]=[C:6]2[O:28][C:29]1[CH:30]=[C:31]2[C:35](=[CH:36][CH:37]=1)[NH:34][C:33]([CH3:38])=[CH:32]2.C(O)(C(F)(F)F)=O. (5) Given the product [Br:1][C:2]1[CH:3]=[CH:4][C:5]2[N:15]=[CH:16][N:8]([CH:9]3[CH2:10][CH2:11][O:12][CH2:13][CH2:14]3)[C:6]=2[CH:7]=1, predict the reactants needed to synthesize it. The reactants are: [Br:1][C:2]1[CH:7]=[C:6]([NH:8][CH:9]2[CH2:14][CH2:13][O:12][CH2:11][CH2:10]2)[C:5]([NH2:15])=[CH:4][CH:3]=1.[CH3:16]C1C=CC(S(O)(=O)=O)=CC=1. (6) Given the product [CH:1]([C:4]1[CH:9]=[CH:8][CH:7]=[C:6]([CH:10]([CH3:12])[CH3:11])[C:5]=1[N:13]1[C:22](=[O:23])[C:21]2[CH:24]=[CH:25][C:26]3[O:27][C:28]4[C:33]([C:18]5[C:19]=3[C:20]=2[C:15](=[CH:16][C:17]=5[O:35][C:36]2[CH:41]=[CH:40][CH:39]=[CH:38][CH:37]=2)[C:14]1=[O:42])=[CH:32][CH:31]=[CH:30][CH:29]=4)([CH3:2])[CH3:3], predict the reactants needed to synthesize it. The reactants are: [CH:1]([C:4]1[CH:9]=[CH:8][CH:7]=[C:6]([CH:10]([CH3:12])[CH3:11])[C:5]=1[N:13]1[C:22](=[O:23])[C:21]2[CH:24]=[C:25](Br)[C:26]3[O:27][C:28]4[C:33]([C:18]5[C:19]=3[C:20]=2[C:15](=[CH:16][C:17]=5[O:35][C:36]2[CH:41]=[CH:40][CH:39]=[CH:38][CH:37]=2)[C:14]1=[O:42])=[CH:32][CH:31]=[CH:30][CH:29]=4)([CH3:3])[CH3:2]. (7) Given the product [CH3:5][N:6]([CH3:17])[CH2:7][CH2:8][O:9][C:10]1[CH:16]=[CH:15][C:13]([NH:14][C:1]([NH2:20])=[S:2])=[CH:12][CH:11]=1, predict the reactants needed to synthesize it. The reactants are: [C:1](Cl)(Cl)=[S:2].[CH3:5][N:6]([CH3:17])[CH2:7][CH2:8][O:9][C:10]1[CH:16]=[CH:15][C:13]([NH2:14])=[CH:12][CH:11]=1.CC[N:20](C(C)C)C(C)C. (8) Given the product [N:1]1([CH2:6][CH2:7][CH2:8][O:9][C:10]2[CH:15]=[CH:14][C:13]([C:16]3([CH2:22][N:24]4[CH2:28][CH2:27][CH:26]([OH:29])[CH2:25]4)[CH2:21][CH2:20][O:19][CH2:18][CH2:17]3)=[CH:12][CH:11]=2)[CH2:5][CH2:4][CH2:3][CH2:2]1, predict the reactants needed to synthesize it. The reactants are: [N:1]1([CH2:6][CH2:7][CH2:8][O:9][C:10]2[CH:15]=[CH:14][C:13]([C:16]3([CH:22]=O)[CH2:21][CH2:20][O:19][CH2:18][CH2:17]3)=[CH:12][CH:11]=2)[CH2:5][CH2:4][CH2:3][CH2:2]1.[NH:24]1[CH2:28][CH2:27][CH:26]([OH:29])[CH2:25]1. (9) Given the product [C:1]([O:5][C:6]([C:8]1[C:9]([C:14]2[CH:19]=[CH:18][C:17]([CH2:20][N:21]3[C:25]([CH:26]=[O:27])=[C:24]([CH:33]4[CH2:35][CH2:34]4)[N:23]=[C:22]3[O:29][CH2:30][CH3:31])=[C:16]([F:32])[CH:15]=2)=[CH:10][CH:11]=[CH:12][CH:13]=1)=[O:7])([CH3:4])([CH3:3])[CH3:2], predict the reactants needed to synthesize it. The reactants are: [C:1]([O:5][C:6]([C:8]1[C:9]([C:14]2[CH:19]=[CH:18][C:17]([CH2:20][N:21]3[C:25]([CH:26]=[O:27])=[C:24](Br)[N:23]=[C:22]3[O:29][CH2:30][CH3:31])=[C:16]([F:32])[CH:15]=2)=[CH:10][CH:11]=[CH:12][CH:13]=1)=[O:7])([CH3:4])([CH3:3])[CH3:2].[CH:33]1(B(O)O)[CH2:35][CH2:34]1.C1(C)C=CC=CC=1.P([O-])([O-])([O-])=O.[K+].[K+].[K+].C(=O)([O-])[O-].[K+].[K+].